This data is from Full USPTO retrosynthesis dataset with 1.9M reactions from patents (1976-2016). The task is: Predict the reactants needed to synthesize the given product. (1) Given the product [CH2:71]([O:78][C:79](=[O:87])[CH2:80][C@@H:81]([NH:86][C:37](=[O:38])[CH2:36][CH2:35][CH2:34][CH2:33][CH2:32][CH2:31][CH2:30][O:29][CH2:28][C:27]1[CH:39]=[CH:40][C:41]([C:42]([F:43])([F:44])[F:45])=[C:25]([F:24])[CH:26]=1)[CH2:82][N:83]([CH3:84])[CH3:85])[C:72]1[CH:77]=[CH:76][CH:75]=[CH:74][CH:73]=1, predict the reactants needed to synthesize it. The reactants are: C(O)CCCCCCCO.FC1C=C(C=CC=1C(F)(F)F)CBr.[F:24][C:25]1[CH:26]=[C:27]([CH:39]=[CH:40][C:41]=1[C:42]([F:45])([F:44])[F:43])[CH2:28][O:29][CH2:30][CH2:31][CH2:32][CH2:33][CH2:34][CH2:35][CH2:36][CH2:37][OH:38].FC1C=C(C=CC=1C(F)(F)F)COCCCCCCCC(O)=O.Cl.Cl.[CH2:71]([O:78][C:79](=[O:87])[CH2:80][C@@H:81]([NH2:86])[CH2:82][N:83]([CH3:85])[CH3:84])[C:72]1[CH:77]=[CH:76][CH:75]=[CH:74][CH:73]=1. (2) The reactants are: [C:1]([C:4]1[C:12]2[C:7](=[CH:8][CH:9]=[C:10]([C:13]3[CH:14]=[N:15][C:16]([O:19][CH3:20])=[N:17][CH:18]=3)[CH:11]=2)[N:6]([CH2:21][C:22]([O:24]C(C)(C)C)=[O:23])[CH:5]=1)(=[O:3])[CH3:2]. Given the product [C:1]([C:4]1[C:12]2[C:7](=[CH:8][CH:9]=[C:10]([C:13]3[CH:14]=[N:15][C:16]([O:19][CH3:20])=[N:17][CH:18]=3)[CH:11]=2)[N:6]([CH2:21][C:22]([OH:24])=[O:23])[CH:5]=1)(=[O:3])[CH3:2], predict the reactants needed to synthesize it. (3) Given the product [CH3:1][S:2]([O:5][C:6]1([CH2:9][CH2:10][O:15][C:12](=[O:14])[CH3:13])[CH2:8][CH2:7]1)(=[O:4])=[O:3], predict the reactants needed to synthesize it. The reactants are: [CH3:1][S:2]([O:5][C:6]1([CH2:9][CH2:10]Br)[CH2:8][CH2:7]1)(=[O:4])=[O:3].[C:12]([O-:15])(=[O:14])[CH3:13].[Na+].CS(OC1(CCCl)CC1)(=O)=O.C([O-])(=O)CC.[Na+].